This data is from TCR-epitope binding with 47,182 pairs between 192 epitopes and 23,139 TCRs. The task is: Binary Classification. Given a T-cell receptor sequence (or CDR3 region) and an epitope sequence, predict whether binding occurs between them. (1) The epitope is KAYNVTQAF. The TCR CDR3 sequence is CASSQDARRMDNTIYF. Result: 1 (the TCR binds to the epitope). (2) The epitope is SFHSLHLLF. The TCR CDR3 sequence is CASSQEPTPSSYNEQFF. Result: 0 (the TCR does not bind to the epitope). (3) The epitope is IYSKHTPINL. The TCR CDR3 sequence is CASSPRGEYTGELFF. Result: 0 (the TCR does not bind to the epitope). (4) The epitope is TPGPGVRYPL. The TCR CDR3 sequence is CASSQGEGTLSYEQYF. Result: 0 (the TCR does not bind to the epitope).